From a dataset of CYP2D6 inhibition data for predicting drug metabolism from PubChem BioAssay. Regression/Classification. Given a drug SMILES string, predict its absorption, distribution, metabolism, or excretion properties. Task type varies by dataset: regression for continuous measurements (e.g., permeability, clearance, half-life) or binary classification for categorical outcomes (e.g., BBB penetration, CYP inhibition). Dataset: cyp2d6_veith. (1) The molecule is COc1cccc(-c2cncnc2NCCc2c[nH]c3ccc(OC)cc23)c1. The result is 1 (inhibitor). (2) The compound is CCOc1ccc(-c2nn(-c3ccccc3)cc2/C=C2\SC(N)=NC2=O)cc1C. The result is 0 (non-inhibitor). (3) The drug is O=C(Nc1ccn(Cc2ccccc2F)n1)c1ccc(COc2cc(Cl)ccc2Cl)o1. The result is 0 (non-inhibitor). (4) The molecule is CCc1ncc(CO)n1Cc1cccc2ccccc12. The result is 0 (non-inhibitor). (5) The drug is CC1(C)S[C@@H]2[C@H](NC(=O)[C@H](C(=O)[O-])c3ccsc3)C(=O)N2[C@H]1C(=O)[O-].[Na+].[Na+]. The result is 0 (non-inhibitor). (6) The drug is CC(=O)c1cccc(NC(=O)Oc2ccccc2)c1. The result is 0 (non-inhibitor). (7) The molecule is CCn1ccc(C(=O)NC2=C(C#N)CCC2)n1. The result is 0 (non-inhibitor).